From a dataset of Forward reaction prediction with 1.9M reactions from USPTO patents (1976-2016). Predict the product of the given reaction. Given the reactants [NH2:1][C:2]1[CH:11]=[CH:10][C:9]2[C:8]([CH3:13])([OH:12])[CH2:7][CH2:6][CH2:5][C:4]=2[N:3]=1.Br[C:15]1[CH:16]=[C:17]([NH:23][C@@H:24]2[CH2:29][CH2:28][CH2:27][CH2:26][C@@H:25]2[NH:30][C:31](=[O:37])[O:32][C:33]([CH3:36])([CH3:35])[CH3:34])[CH:18]=[N:19][C:20]=1[C:21]#[N:22].CC1(C)C2C(=C(P(C3C=CC=CC=3)C3C=CC=CC=3)C=CC=2)OC2C(P(C3C=CC=CC=3)C3C=CC=CC=3)=CC=CC1=2.C(=O)([O-])[O-].[Cs+].[Cs+], predict the reaction product. The product is: [C:21]([C:20]1[N:19]=[CH:18][C:17]([NH:23][C@@H:24]2[CH2:29][CH2:28][CH2:27][CH2:26][C@@H:25]2[NH:30][C:31](=[O:37])[O:32][C:33]([CH3:35])([CH3:34])[CH3:36])=[CH:16][C:15]=1[NH:1][C:2]1[CH:11]=[CH:10][C:9]2[C:8]([OH:12])([CH3:13])[CH2:7][CH2:6][CH2:5][C:4]=2[N:3]=1)#[N:22].